This data is from Catalyst prediction with 721,799 reactions and 888 catalyst types from USPTO. The task is: Predict which catalyst facilitates the given reaction. (1) Reactant: [C:1]([O:5][C:6](=[O:31])[NH:7][C:8]1([C:11]2[N:16]=[CH:15][C:14]([C:17]3[CH:18]=[N:19][C:20]([O:23]CC4C=CC=CC=4)=[CH:21][CH:22]=3)=[CH:13][CH:12]=2)[CH2:10][CH2:9]1)([CH3:4])([CH3:3])[CH3:2]. Product: [C:1]([O:5][C:6](=[O:31])[NH:7][C:8]1([C:11]2[N:16]=[CH:15][C:14]([C:17]3[CH:22]=[CH:21][C:20](=[O:23])[NH:19][CH:18]=3)=[CH:13][CH:12]=2)[CH2:10][CH2:9]1)([CH3:4])([CH3:2])[CH3:3]. The catalyst class is: 105. (2) Reactant: C[O:2][C:3]([C:5]1[CH:26]=[CH:25][C:8]2[N:9]([CH2:23][CH3:24])[C:10]([NH:12][C:13]3[S:14][C:15]4[CH:21]=[C:20]([Cl:22])[CH:19]=[CH:18][C:16]=4[N:17]=3)=[N:11][C:7]=2[CH:6]=1)=[O:4].[OH-].[Na+].CO. Product: [Cl:22][C:20]1[CH:19]=[CH:18][C:16]2[N:17]=[C:13]([NH:12][C:10]3[N:9]([CH2:23][CH3:24])[C:8]4[CH:25]=[CH:26][C:5]([C:3]([OH:4])=[O:2])=[CH:6][C:7]=4[N:11]=3)[S:14][C:15]=2[CH:21]=1. The catalyst class is: 1. (3) The catalyst class is: 4. Product: [CH3:1][O:2][C:3]1[CH:12]=[CH:11][C:10]2[C:5](=[CH:6][CH:7]=[CH:8][CH:9]=2)[C:4]=1[C:13]1[O:17][C:16]([NH:18][C:26](=[O:28])[CH3:27])=[N:15][CH:14]=1. Reactant: [CH3:1][O:2][C:3]1[CH:12]=[CH:11][C:10]2[C:5](=[CH:6][CH:7]=[CH:8][CH:9]=2)[C:4]=1[C:13]1[O:17][C:16]([NH2:18])=[N:15][CH:14]=1.C(N(CC)CC)C.[C:26](Cl)(=[O:28])[CH3:27].